Dataset: Full USPTO retrosynthesis dataset with 1.9M reactions from patents (1976-2016). Task: Predict the reactants needed to synthesize the given product. (1) Given the product [ClH:15].[CH2:38]([O:37][C:33]1[C:32]([OH:40])=[C:31]2[C:36]([C:27]([CH2:13][C:5]3[CH:4]=[C:3]([O:2][CH3:1])[C:8]4[O:9][CH2:10][CH2:11][O:12][C:7]=4[CH:6]=3)=[CH:28][N:29]=[CH:30]2)=[CH:35][CH:34]=1)[CH3:39], predict the reactants needed to synthesize it. The reactants are: [CH3:1][O:2][C:3]1[C:8]2[O:9][CH2:10][CH2:11][O:12][C:7]=2[CH:6]=[C:5]([CH:13]=O)[CH:4]=1.[ClH:15].C([O-])([O-])=O.[K+].[K+].CO.C(O[CH:27](OCC)[CH2:28][NH:29][CH2:30][C:31]1[CH:36]=[CH:35][CH:34]=[C:33]([O:37][CH2:38][CH3:39])[C:32]=1[OH:40])C. (2) Given the product [ClH:28].[CH3:1][NH:2][C:3]([C:5]1[CH:10]=[C:9]([O:11][C:12]2[CH:17]=[CH:16][C:15]([NH:18][C:19]([NH:21][C:22]3[CH:27]=[CH:26][C:25]([Cl:28])=[C:24]([C:29]([F:32])([F:31])[F:30])[CH:23]=3)=[O:20])=[C:14]([F:33])[CH:13]=2)[CH:8]=[CH:7][N:6]=1)=[O:4], predict the reactants needed to synthesize it. The reactants are: [CH3:1][NH:2][C:3]([C:5]1[CH:10]=[C:9]([O:11][C:12]2[CH:17]=[CH:16][C:15]([NH:18][C:19]([NH:21][C:22]3[CH:27]=[CH:26][C:25]([Cl:28])=[C:24]([C:29]([F:32])([F:31])[F:30])[CH:23]=3)=[O:20])=[C:14]([F:33])[CH:13]=2)[CH:8]=[CH:7][N:6]=1)=[O:4].Cl.O1CCOCC1.